Dataset: Forward reaction prediction with 1.9M reactions from USPTO patents (1976-2016). Task: Predict the product of the given reaction. (1) Given the reactants [NH:1]1[C:5]2[CH:6]=[CH:7][CH:8]=[CH:9][C:4]=2[N:3]=[C:2]1[NH:10][CH:11]1[CH2:16][CH2:15][CH:14]([NH:17][C:18]2[C:23]([NH2:24])=[CH:22][CH:21]=[CH:20][N:19]=2)[CH2:13][CH2:12]1.[CH3:25][O:26][C:27](OC)(OC)OC.C(O)(=O)CC, predict the reaction product. The product is: [CH3:25][O:26][C:27]1[N:17]([CH:14]2[CH2:15][CH2:16][CH:11]([NH:10][C:2]3[NH:3][C:4]4[CH:9]=[CH:8][CH:7]=[CH:6][C:5]=4[N:1]=3)[CH2:12][CH2:13]2)[C:18]2=[N:19][CH:20]=[CH:21][CH:22]=[C:23]2[N:24]=1. (2) Given the reactants [OH:1][C@H:2]1[CH2:6][N:5]([C:7](=[O:37])[C:8]2[CH:13]=[CH:12][C:11]([C:14]3[CH:15]=[N:16][C:17]([O:20][CH2:21][CH:22]4[CH2:27][CH2:26][N:25]([CH2:28][C:29]5([C:33]([F:36])([F:35])[F:34])[CH2:32][CH2:31][CH2:30]5)[CH2:24][CH2:23]4)=[CH:18][CH:19]=3)=[CH:10][CH:9]=2)[C@H:4]([C:38]([O:40]C)=[O:39])[CH2:3]1.O[Li].O, predict the reaction product. The product is: [OH:1][C@H:2]1[CH2:6][N:5]([C:7](=[O:37])[C:8]2[CH:9]=[CH:10][C:11]([C:14]3[CH:15]=[N:16][C:17]([O:20][CH2:21][CH:22]4[CH2:27][CH2:26][N:25]([CH2:28][C:29]5([C:33]([F:34])([F:36])[F:35])[CH2:32][CH2:31][CH2:30]5)[CH2:24][CH2:23]4)=[CH:18][CH:19]=3)=[CH:12][CH:13]=2)[C@H:4]([C:38]([OH:40])=[O:39])[CH2:3]1. (3) The product is: [Cl:17][C:2]1[N:9]=[C:8]([CH3:10])[CH:7]=[C:6]([C:11]([F:14])([F:13])[F:12])[C:3]=1[C:4]#[N:5]. Given the reactants O[C:2]1[N:9]=[C:8]([CH3:10])[CH:7]=[C:6]([C:11]([F:14])([F:13])[F:12])[C:3]=1[C:4]#[N:5].P(Cl)(Cl)([Cl:17])=O, predict the reaction product. (4) Given the reactants [CH3:1][O:2][C:3]1[CH:4]=[C:5]2[C:10](=[CH:11][C:12]=1[O:13][CH3:14])[N:9]=[CH:8][CH:7]=[C:6]2[O:15][C:16]1[CH:21]=[CH:20][C:19]([NH:22][C:23]([C:25]2([C:28](O)=[O:29])[CH2:27][CH2:26]2)=[O:24])=[CH:18][CH:17]=1.[C:31]([O:35][C:36](=[O:46])[NH:37][CH2:38][C:39]1[CH:44]=[CH:43][C:42](N)=[CH:41][CH:40]=1)([CH3:34])([CH3:33])[CH3:32].C[N:48](C(ON1N=NC2C=CC=NC1=2)=[N+](C)C)C.F[P-](F)(F)(F)(F)F.CCN(C(C)C)C(C)C, predict the reaction product. The product is: [C:31]([O:35][C:36](=[O:46])[NH:37][CH2:38][C:39]1[CH:44]=[CH:43][CH:42]=[C:41]([NH:48][C:28]([C:25]2([C:23](=[O:24])[NH:22][C:19]3[CH:18]=[CH:17][C:16]([O:15][C:6]4[C:5]5[C:10](=[CH:11][C:12]([O:13][CH3:14])=[C:3]([O:2][CH3:1])[CH:4]=5)[N:9]=[CH:8][CH:7]=4)=[CH:21][CH:20]=3)[CH2:26][CH2:27]2)=[O:29])[CH:40]=1)([CH3:34])([CH3:33])[CH3:32]. (5) Given the reactants [CH2:1]([O:8][C:9]1[CH:14]=[C:13]([O:15][CH2:16][C:17]2[CH:22]=[CH:21][CH:20]=[CH:19][CH:18]=2)[C:12]([N:23]=[N+:24]=[N-:25])=[CH:11][C:10]=1[CH:26]([CH3:28])[CH3:27])[C:2]1[CH:7]=[CH:6][CH:5]=[CH:4][CH:3]=1.[C:29]([O:33][C:34](=[O:50])[N:35]([C:48]#[CH:49])[C:36]1[CH:41]=[CH:40][C:39]([N:42]2[CH2:47][CH2:46][O:45][CH2:44][CH2:43]2)=[CH:38][CH:37]=1)([CH3:32])([CH3:31])[CH3:30].CCOC(C)=O.O, predict the reaction product. The product is: [C:29]([O:33][C:34](=[O:50])[N:35]([C:48]1[N:23]([C:12]2[CH:11]=[C:10]([CH:26]([CH3:28])[CH3:27])[C:9]([O:8][CH2:1][C:2]3[CH:3]=[CH:4][CH:5]=[CH:6][CH:7]=3)=[CH:14][C:13]=2[O:15][CH2:16][C:17]2[CH:18]=[CH:19][CH:20]=[CH:21][CH:22]=2)[N:24]=[N:25][CH:49]=1)[C:36]1[CH:37]=[CH:38][C:39]([N:42]2[CH2:43][CH2:44][O:45][CH2:46][CH2:47]2)=[CH:40][CH:41]=1)([CH3:32])([CH3:31])[CH3:30].